From a dataset of Full USPTO retrosynthesis dataset with 1.9M reactions from patents (1976-2016). Predict the reactants needed to synthesize the given product. Given the product [Cl:18][C:19]1[CH:20]=[CH:21][C:22]([O:27][CH2:6][C:3]2([C:1]#[N:2])[CH2:5][CH2:4]2)=[C:23]([CH:24]=[O:25])[CH:26]=1, predict the reactants needed to synthesize it. The reactants are: [C:1]([C:3]1([CH2:6]OS(C2C=CC(C)=CC=2)(=O)=O)[CH2:5][CH2:4]1)#[N:2].[Cl:18][C:19]1[CH:20]=[CH:21][C:22]([OH:27])=[C:23]([CH:26]=1)[CH:24]=[O:25].C([O-])([O-])=O.[K+].[K+].O.